From a dataset of Catalyst prediction with 721,799 reactions and 888 catalyst types from USPTO. Predict which catalyst facilitates the given reaction. (1) Reactant: [F:1][C:2]1[CH:27]=[CH:26][C:5]([CH2:6][NH:7][CH:8]([C:20]2[CH:25]=[CH:24][CH:23]=[CH:22][CH:21]=2)[C:9]([O:11][C@@H:12]2[CH:17]3[CH2:18][CH2:19][N:14]([CH2:15][CH2:16]3)[CH2:13]2)=[O:10])=[CH:4][CH:3]=1.[Br:28][CH2:29][C:30]([C:32]1[CH:37]=[CH:36][CH:35]=[CH:34][CH:33]=1)=[O:31]. Product: [Br-:28].[F:1][C:2]1[CH:27]=[CH:26][C:5]([CH2:6][NH:7][CH:8]([C:20]2[CH:21]=[CH:22][CH:23]=[CH:24][CH:25]=2)[C:9]([O:11][C@@H:12]2[CH:17]3[CH2:16][CH2:15][N+:14]([CH2:29][C:30](=[O:31])[C:32]4[CH:37]=[CH:36][CH:35]=[CH:34][CH:33]=4)([CH2:19][CH2:18]3)[CH2:13]2)=[O:10])=[CH:4][CH:3]=1. The catalyst class is: 13. (2) Reactant: [N+:1]([O-:4])([OH:3])=[O:2].O[C@H:6]1[C@H:10]([O:11][CH3:12])[CH2:9][C@H:8]([C:13]([O:15][CH3:16])=[O:14])[CH2:7]1.C(=O)([O-])O.[Na+]. Product: [CH3:12][O:11][C@@H:10]1[C@@H:6]([O:2][N+:1]([O-:4])=[O:3])[CH2:7][C@H:8]([C:13]([O:15][CH3:16])=[O:14])[CH2:9]1. The catalyst class is: 152. (3) Reactant: [CH3:1][O:2][C:3]1[CH:4]=[C:5]([CH:10]=[CH:11][C:12]=1[O:13][CH3:14])[O:6][CH2:7][CH2:8][NH2:9].[CH3:15][O:16][C:17]1[CH:18]=[C:19]([CH2:25][C:26](Cl)=[O:27])[CH:20]=[CH:21][C:22]=1[O:23][CH3:24].O. Product: [CH3:1][O:2][C:3]1[CH:4]=[C:5]([CH:10]=[CH:11][C:12]=1[O:13][CH3:14])[O:6][CH2:7][CH2:8][NH:9][C:26](=[O:27])[CH2:25][C:19]1[CH:20]=[CH:21][C:22]([O:23][CH3:24])=[C:17]([O:16][CH3:15])[CH:18]=1. The catalyst class is: 1. (4) Product: [CH:30]1([C:2]2[C:8]3[CH:9]=[CH:10][CH:11]=[CH:12][C:7]=3[S:6][C:5]3[CH:13]=[CH:14][C:15]([C:17](=[O:22])[CH2:18][CH2:19][CH2:20][CH3:21])=[CH:16][C:4]=3[N:3]=2)[CH2:35][CH2:34][CH2:33][CH2:32][CH2:31]1. The catalyst class is: 1. Reactant: Cl[C:2]1[C:8]2[CH:9]=[CH:10][CH:11]=[CH:12][C:7]=2[S:6][C:5]2[CH:13]=[CH:14][C:15]([C:17](=[O:22])[CH2:18][CH2:19][CH2:20][CH3:21])=[CH:16][C:4]=2[N:3]=1.CN1CCCC1=O.[CH:30]1([Mg]Cl)[CH2:35][CH2:34][CH2:33][CH2:32][CH2:31]1.